From a dataset of TCR-epitope binding with 47,182 pairs between 192 epitopes and 23,139 TCRs. Binary Classification. Given a T-cell receptor sequence (or CDR3 region) and an epitope sequence, predict whether binding occurs between them. (1) The epitope is FIAGLIAIV. The TCR CDR3 sequence is CASSLGTGTNTEAFF. Result: 1 (the TCR binds to the epitope). (2) The epitope is SLYNTVATL. The TCR CDR3 sequence is CASRPSGANVLTF. Result: 0 (the TCR does not bind to the epitope). (3) The epitope is GLIYNRMGAVTTEV. The TCR CDR3 sequence is CSAEAGLPYYEQYF. Result: 0 (the TCR does not bind to the epitope). (4) The epitope is PKYVKQNTLKLAT. The TCR CDR3 sequence is CASSLSGTGQETQYF. Result: 0 (the TCR does not bind to the epitope). (5) The epitope is EEHVQIHTI. The TCR CDR3 sequence is CASSHETSGSLEQYF. Result: 1 (the TCR binds to the epitope). (6) The epitope is FLPRVFSAV. The TCR CDR3 sequence is CASSLEQSYEQYF. Result: 1 (the TCR binds to the epitope). (7) The epitope is ILHCANFNV. Result: 0 (the TCR does not bind to the epitope). The TCR CDR3 sequence is CASSPLGSLEGYTF.